This data is from NCI-60 drug combinations with 297,098 pairs across 59 cell lines. The task is: Regression. Given two drug SMILES strings and cell line genomic features, predict the synergy score measuring deviation from expected non-interaction effect. (1) Drug 1: CN1CCC(CC1)COC2=C(C=C3C(=C2)N=CN=C3NC4=C(C=C(C=C4)Br)F)OC. Drug 2: C1CCC(C1)C(CC#N)N2C=C(C=N2)C3=C4C=CNC4=NC=N3. Cell line: HOP-62. Synergy scores: CSS=4.48, Synergy_ZIP=-0.227, Synergy_Bliss=1.72, Synergy_Loewe=-1.64, Synergy_HSA=-0.731. (2) Drug 2: C(CN)CNCCSP(=O)(O)O. Drug 1: CS(=O)(=O)CCNCC1=CC=C(O1)C2=CC3=C(C=C2)N=CN=C3NC4=CC(=C(C=C4)OCC5=CC(=CC=C5)F)Cl. Synergy scores: CSS=6.60, Synergy_ZIP=-0.889, Synergy_Bliss=5.11, Synergy_Loewe=4.47, Synergy_HSA=3.55. Cell line: SF-268. (3) Drug 1: COC1=NC(=NC2=C1N=CN2C3C(C(C(O3)CO)O)O)N. Drug 2: C(CCl)NC(=O)N(CCCl)N=O. Cell line: SN12C. Synergy scores: CSS=-2.56, Synergy_ZIP=2.28, Synergy_Bliss=-2.50, Synergy_Loewe=-13.1, Synergy_HSA=-10.8. (4) Drug 1: CCCS(=O)(=O)NC1=C(C(=C(C=C1)F)C(=O)C2=CNC3=C2C=C(C=N3)C4=CC=C(C=C4)Cl)F. Drug 2: C1C(C(OC1N2C=NC3=C2NC=NCC3O)CO)O. Cell line: BT-549. Synergy scores: CSS=6.08, Synergy_ZIP=1.95, Synergy_Bliss=9.53, Synergy_Loewe=6.37, Synergy_HSA=7.29. (5) Drug 1: C1=NC2=C(N1)C(=S)N=C(N2)N. Drug 2: CC(C)(C#N)C1=CC(=CC(=C1)CN2C=NC=N2)C(C)(C)C#N. Cell line: SW-620. Synergy scores: CSS=12.5, Synergy_ZIP=-0.518, Synergy_Bliss=1.59, Synergy_Loewe=-0.215, Synergy_HSA=0.862.